From a dataset of Reaction yield outcomes from USPTO patents with 853,638 reactions. Predict the reaction yield, written as a fraction of the theoretical maximum amount of product (1.0 means a 100% yield; for example, 0.34 means a 34% yield). The reactants are C(NC(C)C)(C)C.C([Li])CCC.[CH2:13]([O:15][C:16]([CH:18]1[CH2:22][CH2:21][CH:20]([O:23][Si:24]([CH:31]([CH3:33])[CH3:32])([CH:28]([CH3:30])[CH3:29])[CH:25]([CH3:27])[CH3:26])[CH2:19]1)=[O:17])[CH3:14].[CH:34](=[O:36])[CH3:35]. The product is [CH2:13]([O:15][C:16]([C:18]1([CH:34]([OH:36])[CH3:35])[CH2:22][CH2:21][CH:20]([O:23][Si:24]([CH:25]([CH3:26])[CH3:27])([CH:31]([CH3:32])[CH3:33])[CH:28]([CH3:30])[CH3:29])[CH2:19]1)=[O:17])[CH3:14]. The catalyst is O1CCCC1. The yield is 0.940.